This data is from Drug half-life prediction data from Obach et al.. The task is: Regression/Classification. Given a drug SMILES string, predict its absorption, distribution, metabolism, or excretion properties. Task type varies by dataset: regression for continuous measurements (e.g., permeability, clearance, half-life) or binary classification for categorical outcomes (e.g., BBB penetration, CYP inhibition). For this dataset (half_life_obach), we predict log10(half-life) (log10 of half-life in hours). (1) The molecule is COc1c(N2C[C@@H]3CCCN[C@@H]3C2)c(F)cc2c(=O)c(C(=O)O)cn(C3CC3)c12. The log10(half-life) is 0.910. (2) The compound is CN1Cc2c(N)cccc2C(c2ccccc2)C1. The log10(half-life) is 0.810.